From a dataset of Reaction yield outcomes from USPTO patents with 853,638 reactions. Predict the reaction yield, written as a fraction of the theoretical maximum amount of product (1.0 means a 100% yield; for example, 0.34 means a 34% yield). The yield is 0.520. The catalyst is CN(C)C1C=CN=CC=1.ClCCl. The reactants are [Cl:1][C:2]1[CH:3]=[CH:4][C:5]([O:27][CH2:28][CH:29]([CH3:31])[CH3:30])=[C:6]([CH2:8][N:9]2[C:13]([CH3:14])=[CH:12][C:11]([C:15]([O:17]N3C4C=CC=CC=4N=N3)=O)=[N:10]2)[CH:7]=1.[NH2:32][C:33]1[CH:34]=[CH:35][C:36]([C:39]#[N:40])=[N:37][CH:38]=1. The product is [Cl:1][C:2]1[CH:3]=[CH:4][C:5]([O:27][CH2:28][CH:29]([CH3:30])[CH3:31])=[C:6]([CH2:8][N:9]2[C:13]([CH3:14])=[CH:12][C:11]([C:15]([NH:32][C:33]3[CH:38]=[N:37][C:36]([C:39]#[N:40])=[CH:35][CH:34]=3)=[O:17])=[N:10]2)[CH:7]=1.